Dataset: Full USPTO retrosynthesis dataset with 1.9M reactions from patents (1976-2016). Task: Predict the reactants needed to synthesize the given product. (1) The reactants are: [CH2:1]([O:3][CH:4]([O:9][CH2:10][CH3:11])[CH2:5][CH2:6][CH2:7][NH2:8])[CH3:2].C(N(CC)CC)C.[CH3:19][C:20]([O:23][C:24](O[C:24]([O:23][C:20]([CH3:22])([CH3:21])[CH3:19])=[O:25])=[O:25])([CH3:22])[CH3:21]. Given the product [CH2:10]([O:9][CH:4]([O:3][CH2:1][CH3:2])[CH2:5][CH2:6][CH2:7][NH:8][C:24](=[O:25])[O:23][C:20]([CH3:22])([CH3:21])[CH3:19])[CH3:11], predict the reactants needed to synthesize it. (2) Given the product [Br:1][C:2]1[N:7]=[C:6]([NH:8][C:13]([NH:12][CH2:11][CH2:10][Cl:9])=[O:14])[CH:5]=[CH:4][CH:3]=1, predict the reactants needed to synthesize it. The reactants are: [Br:1][C:2]1[N:7]=[C:6]([NH2:8])[CH:5]=[CH:4][CH:3]=1.[Cl:9][CH2:10][CH2:11][N:12]=[C:13]=[O:14]. (3) Given the product [CH2:24]([N:10]1[C:11]2[C:16](=[CH:15][C:14]([Br:17])=[CH:13][CH:12]=2)[C:8]([CH2:1][C:2]2[CH:3]=[CH:4][CH:5]=[CH:6][CH:7]=2)=[C:9]1[C:18]1[CH:23]=[CH:22][CH:21]=[CH:20][CH:19]=1)[C:25]1[CH:30]=[CH:29][CH:28]=[CH:27][CH:26]=1, predict the reactants needed to synthesize it. The reactants are: [CH2:1]([C:8]1[C:16]2[C:11](=[CH:12][CH:13]=[C:14]([Br:17])[CH:15]=2)[NH:10][C:9]=1[C:18]1[CH:23]=[CH:22][CH:21]=[CH:20][CH:19]=1)[C:2]1[CH:7]=[CH:6][CH:5]=[CH:4][CH:3]=1.[CH2:24](Br)[C:25]1[CH:30]=[CH:29][CH:28]=[CH:27][CH:26]=1. (4) Given the product [O:18]1[C:19]2[CH:21]=[CH:12][C:11]([NH:13][C:23](=[O:24])[CH3:22])=[CH:9][C:10]=2[CH2:15][CH2:16]1, predict the reactants needed to synthesize it. The reactants are: Cl.O1C2C=C[C:9]([C:11](=[N:13]O)[CH3:12])=[CH:10]C=2CC1.[CH3:15][C:16]([O:18][C:19]([CH3:21])=O)=O.[CH3:22][C:23](O)=[O:24]. (5) The reactants are: [F:1][C:2]1[C:16]([F:17])=[C:15]2[C:5]([C:6](=[O:30])[C:7]([C:19]([NH:21][CH2:22][C:23]([O:25]C(C)(C)C)=[O:24])=[O:20])=[C:8]([OH:18])[C:9]32[CH2:14][CH2:13][O:12][CH2:11][CH2:10]3)=[CH:4][CH:3]=1. Given the product [F:1][C:2]1[C:16]([F:17])=[C:15]2[C:5]([C:6](=[O:30])[C:7]([C:19]([NH:21][CH2:22][C:23]([OH:25])=[O:24])=[O:20])=[C:8]([OH:18])[C:9]32[CH2:10][CH2:11][O:12][CH2:13][CH2:14]3)=[CH:4][CH:3]=1, predict the reactants needed to synthesize it. (6) Given the product [Cl:1][C:2]1[CH:3]=[C:4]([NH:22][C:23](=[O:28])[CH2:24][C:25]([O-:27])=[O:26])[CH:5]=[C:6]([CH3:21])[C:7]=1[O:8][C:9]1[CH:10]=[C:11]2[C:15](=[CH:16][CH:17]=1)[NH:14][CH:13]=[C:12]2[CH:18]([CH3:19])[CH3:20].[Cl:1][C:2]1[CH:3]=[C:4]([NH:22][C:23](=[O:28])[CH2:24][C:25]([O-:27])=[O:26])[CH:5]=[C:6]([CH3:21])[C:7]=1[O:8][C:9]1[CH:10]=[C:11]2[C:15](=[CH:16][CH:17]=1)[NH:14][CH:13]=[C:12]2[CH:18]([CH3:19])[CH3:20].[Ca+2:30], predict the reactants needed to synthesize it. The reactants are: [Cl:1][C:2]1[CH:3]=[C:4]([NH:22][C:23](=[O:28])[CH2:24][C:25]([OH:27])=[O:26])[CH:5]=[C:6]([CH3:21])[C:7]=1[O:8][C:9]1[CH:10]=[C:11]2[C:15](=[CH:16][CH:17]=1)[NH:14][CH:13]=[C:12]2[CH:18]([CH3:20])[CH3:19].[OH-].[Ca+2:30].[OH-]. (7) The reactants are: [NH2:1][C@H:2]([C:4]1[N:5]([C:16]2[CH:21]=[CH:20][CH:19]=[CH:18][CH:17]=2)[C:6](=[O:15])[C:7]2[C:12]([CH:13]=1)=[CH:11][CH:10]=[CH:9][C:8]=2Cl)[CH3:3].[CH3:22][O:23][C:24]1[CH:29]=[CH:28][C:27]([CH2:30][NH2:31])=[CH:26][CH:25]=1.C(N(C(C)C)CC)(C)C. Given the product [NH2:1][C@H:2]([C:4]1[N:5]([C:16]2[CH:21]=[CH:20][CH:19]=[CH:18][CH:17]=2)[C:6](=[O:15])[C:7]2[C:12]([CH:13]=1)=[CH:11][CH:10]=[CH:9][C:8]=2[NH:31][CH2:30][C:27]1[CH:28]=[CH:29][C:24]([O:23][CH3:22])=[CH:25][CH:26]=1)[CH3:3], predict the reactants needed to synthesize it.